Task: Predict the reaction yield, written as a fraction of the theoretical maximum amount of product (1.0 means a 100% yield; for example, 0.34 means a 34% yield).. Dataset: Reaction yield outcomes from USPTO patents with 853,638 reactions (1) The reactants are [Cl:1][C:2]1[CH:10]=[C:9]([C:11]#[N:12])[C:8]([O:13][CH3:14])=[CH:7][C:3]=1[C:4]([OH:6])=[O:5].O=S(Cl)Cl.[CH3:19]O. No catalyst specified. The product is [Cl:1][C:2]1[CH:10]=[C:9]([C:11]#[N:12])[C:8]([O:13][CH3:14])=[CH:7][C:3]=1[C:4]([O:6][CH3:19])=[O:5]. The yield is 0.900. (2) The product is [Cl:5][C:6]1[O:10][C:9]([C:11]([OH:1])=[O:12])=[CH:8][CH:7]=1. The reactants are [OH-:1].[Na+].[OH-].[NH4+].[Cl:5][C:6]1[O:10][C:9]([CH:11]=[O:12])=[CH:8][CH:7]=1. The catalyst is O.CO.[N+]([O-])([O-])=O.[Ag+]. The yield is 0.950. (3) The reactants are [C:1]([NH:9][C:10]1[CH:15]=[CH:14][C:13]([C:16]2[CH:24]=[C:23]3[C:19]([CH2:20][N:21]([C@@H:26]([CH:31]([CH3:33])[CH3:32])[C:27]([O:29][CH3:30])=[O:28])[C:22]3=[O:25])=[CH:18][CH:17]=2)=[CH:12][CH:11]=1)(=[O:8])[C:2]1[CH:7]=[CH:6][CH:5]=[CH:4][CH:3]=1.NC1C=[CH:39][C:38]([C:41]2[CH:49]=[C:48]3[C:44](CN([C@@H](C(C)C)C(OC)=O)[C:47]3=O)=CC=2)=[CH:37]C=1.CC1(C)CCC(C)(C)C2C=C(C(Cl)=O)C=CC1=2. No catalyst specified. The product is [CH3:32][CH:31]([CH3:33])[C@H:26]([N:21]1[CH2:20][C:19]2[C:23](=[CH:24][C:16]([C:13]3[CH:12]=[CH:11][C:10]([NH:9][C:1]([C:2]4[CH:3]=[CH:4][C:5]5[C:48]([CH3:44])([CH3:47])[CH2:49][CH2:41][C:38]([CH3:39])([CH3:37])[C:6]=5[CH:7]=4)=[O:8])=[CH:15][CH:14]=3)=[CH:17][CH:18]=2)[C:22]1=[O:25])[C:27]([O:29][CH3:30])=[O:28]. The yield is 0.760. (4) The reactants are [C:9](O[C:9]([O:11][C:12]([CH3:15])([CH3:14])[CH3:13])=[O:10])([O:11][C:12]([CH3:15])([CH3:14])[CH3:13])=[O:10].[CH2:16]([N:23]([CH:25]([C:31]([O:33][CH2:34][CH3:35])=[O:32])[C:26]([O:28][CH2:29][CH3:30])=[O:27])C)C1C=CC=CC=1.[H][H]. The catalyst is [Pd].C(O)C. The product is [C:12]([O:11][C:9]([N:23]([CH:25]([C:26]([O:28][CH2:29][CH3:30])=[O:27])[C:31]([O:33][CH2:34][CH3:35])=[O:32])[CH3:16])=[O:10])([CH3:13])([CH3:14])[CH3:15]. The yield is 0.740. (5) The reactants are C[O:2][C:3]1[CH:8]=[C:7]([CH3:9])[C:6]2[CH2:10][O:11][C@@H:12]3[C@H:16]([C:5]=2[CH:4]=1)[CH2:15][N:14]([C:17]([O:19][CH2:20][CH3:21])=[O:18])[CH2:13]3.B(Br)(Br)Br. The catalyst is C(Cl)Cl. The product is [OH:2][C:3]1[CH:8]=[C:7]([CH3:9])[C:6]2[CH2:10][O:11][C@@H:12]3[C@H:16]([C:5]=2[CH:4]=1)[CH2:15][N:14]([C:17]([O:19][CH2:20][CH3:21])=[O:18])[CH2:13]3. The yield is 0.660. (6) The reactants are [C:1]1([CH:14]=O)[C:6]2[NH:7][C:8]3[C:13]([C:5]=2[CH:4]=[CH:3][N:2]=1)=[CH:12][CH:11]=[CH:10][CH:9]=3.[N:16]1[C:25]2[CH:24]([NH:26][CH2:27][CH2:28][CH2:29][CH2:30][NH:31][C:32](=[O:38])[O:33][C:34]([CH3:37])([CH3:36])[CH3:35])[CH2:23][CH2:22][CH2:21][C:20]=2[CH:19]=[CH:18][CH:17]=1.C(O[BH-](OC(=O)C)OC(=O)C)(=O)C.[Na+].C(=O)(O)[O-].[Na+]. The catalyst is ClCCCl.C(O)(=O)C. The product is [C:1]1([CH2:14][N:26]([CH:24]2[C:25]3[N:16]=[CH:17][CH:18]=[CH:19][C:20]=3[CH2:21][CH2:22][CH2:23]2)[CH2:27][CH2:28][CH2:29][CH2:30][NH:31][C:32](=[O:38])[O:33][C:34]([CH3:37])([CH3:36])[CH3:35])[C:6]2[NH:7][C:8]3[C:13]([C:5]=2[CH:4]=[CH:3][N:2]=1)=[CH:12][CH:11]=[CH:10][CH:9]=3. The yield is 0.240. (7) The reactants are C[O:2][C:3](=[O:22])[C:4]1[C:9]([N+:10]([O-:12])=[O:11])=[CH:8][CH:7]=[CH:6][C:5]=1[CH2:13][NH:14][C:15]([O:17][C:18]([CH3:21])([CH3:20])[CH3:19])=[O:16].CCOCC. The catalyst is CO.O. The product is [C:18]([O:17][C:15]([NH:14][CH2:13][C:5]1[CH:6]=[CH:7][CH:8]=[C:9]([N+:10]([O-:12])=[O:11])[C:4]=1[C:3]([OH:22])=[O:2])=[O:16])([CH3:21])([CH3:19])[CH3:20]. The yield is 0.600.